The task is: Predict the reactants needed to synthesize the given product.. This data is from Full USPTO retrosynthesis dataset with 1.9M reactions from patents (1976-2016). (1) Given the product [Cl:50][C:47]1[CH:48]=[CH:49][C:44]([C@H:40]([C:41]([N:15]2[CH2:16][CH2:17][N:12]([C:18]3[CH:23]=[CH:22][N:21]=[C:20]4[NH:24][N:25]=[C:26]([O:27][CH2:28][CH2:29][OH:30])[C:19]=34)[CH2:13][CH2:14]2)=[O:42])[CH2:39][N:38]([CH:51]([CH3:52])[CH3:53])[C:36](=[O:37])[O:35][C:31]([CH3:33])([CH3:32])[CH3:34])=[CH:45][CH:46]=1, predict the reactants needed to synthesize it. The reactants are: CCN(C(C)C)C(C)C.Cl.Cl.[N:12]1([C:18]2[CH:23]=[CH:22][N:21]=[C:20]3[NH:24][N:25]=[C:26]([O:27][CH2:28][CH2:29][OH:30])[C:19]=23)[CH2:17][CH2:16][NH:15][CH2:14][CH2:13]1.[C:31]([O:35][C:36]([N:38]([CH:51]([CH3:53])[CH3:52])[CH2:39][C@H:40]([C:44]1[CH:49]=[CH:48][C:47]([Cl:50])=[CH:46][CH:45]=1)[C:41](O)=[O:42])=[O:37])([CH3:34])([CH3:33])[CH3:32].CN(C(ON1N=NC2C=CC=CC1=2)=[N+](C)C)C.[B-](F)(F)(F)F. (2) Given the product [N:1]([C:2]1[N:7]=[N:6][C:5]([C:8]([O:10][CH3:11])=[O:9])=[CH:4][CH:3]=1)=[C:20]=[O:22], predict the reactants needed to synthesize it. The reactants are: [NH2:1][C:2]1[N:7]=[N:6][C:5]([C:8]([O:10][CH3:11])=[O:9])=[CH:4][CH:3]=1.CCN(CC)CC.Cl[C:20](Cl)([O:22]C(=O)OC(Cl)(Cl)Cl)Cl.O. (3) The reactants are: [Cl:1][C:2]1[N:7]=[C:6]2[CH2:8][N:9](C(C3C=CC=CC=3)(C3C=CC=CC=3)C3C=CC=CC=3)[CH2:10][C:5]2=[CH:4][CH:3]=1.FC(F)(F)C(O)=O. Given the product [Cl:1][C:2]1[N:7]=[C:6]2[CH2:8][NH:9][CH2:10][C:5]2=[CH:4][CH:3]=1, predict the reactants needed to synthesize it. (4) The reactants are: [F:1][CH:2]([F:18])[C:3]1[N:4]=[C:5]([C:10]2[CH:15]=[CH:14][C:13]([O:16][CH3:17])=[CH:12][CH:11]=2)[S:6][C:7]=1[CH2:8]O.C(N(CC)CC)C.CS([Cl:30])(=O)=O. Given the product [Cl:30][CH2:8][C:7]1[S:6][C:5]([C:10]2[CH:15]=[CH:14][C:13]([O:16][CH3:17])=[CH:12][CH:11]=2)=[N:4][C:3]=1[CH:2]([F:18])[F:1], predict the reactants needed to synthesize it.